This data is from Catalyst prediction with 721,799 reactions and 888 catalyst types from USPTO. The task is: Predict which catalyst facilitates the given reaction. Reactant: CS[C:3]([NH:9][C:10]1[CH:15]=[CH:14][C:13]([N+:16]([O-:18])=[O:17])=[CH:12][CH:11]=1)=[C:4]([C:7]#[N:8])[C:5]#[N:6].O.[NH2:20][NH2:21]. Product: [NH2:6][C:5]1[NH:21][N:20]=[C:3]([NH:9][C:10]2[CH:15]=[CH:14][C:13]([N+:16]([O-:18])=[O:17])=[CH:12][CH:11]=2)[C:4]=1[C:7]#[N:8]. The catalyst class is: 14.